Dataset: NCI-60 drug combinations with 297,098 pairs across 59 cell lines. Task: Regression. Given two drug SMILES strings and cell line genomic features, predict the synergy score measuring deviation from expected non-interaction effect. (1) Drug 1: C1=CC(=CC=C1CC(C(=O)O)N)N(CCCl)CCCl.Cl. Drug 2: C1CCC(C(C1)N)N.C(=O)(C(=O)[O-])[O-].[Pt+4]. Cell line: NCIH23. Synergy scores: CSS=27.6, Synergy_ZIP=4.02, Synergy_Bliss=7.59, Synergy_Loewe=2.64, Synergy_HSA=8.63. (2) Cell line: SN12C. Drug 2: C1=CC=C(C=C1)NC(=O)CCCCCCC(=O)NO. Synergy scores: CSS=44.4, Synergy_ZIP=-5.32, Synergy_Bliss=0.546, Synergy_Loewe=0.166, Synergy_HSA=2.55. Drug 1: CC1OCC2C(O1)C(C(C(O2)OC3C4COC(=O)C4C(C5=CC6=C(C=C35)OCO6)C7=CC(=C(C(=C7)OC)O)OC)O)O. (3) Drug 1: C1=NC2=C(N=C(N=C2N1C3C(C(C(O3)CO)O)F)Cl)N. Drug 2: CC(C)(C#N)C1=CC(=CC(=C1)CN2C=NC=N2)C(C)(C)C#N. Cell line: SF-539. Synergy scores: CSS=0.0720, Synergy_ZIP=1.54, Synergy_Bliss=1.11, Synergy_Loewe=1.71, Synergy_HSA=-0.411. (4) Drug 1: CN(C)N=NC1=C(NC=N1)C(=O)N. Cell line: HOP-92. Drug 2: C1CN(CCN1C(=O)CCBr)C(=O)CCBr. Synergy scores: CSS=9.28, Synergy_ZIP=-5.95, Synergy_Bliss=-8.30, Synergy_Loewe=-6.02, Synergy_HSA=-6.01. (5) Drug 1: CC1=C(C(=CC=C1)Cl)NC(=O)C2=CN=C(S2)NC3=CC(=NC(=N3)C)N4CCN(CC4)CCO. Drug 2: CS(=O)(=O)OCCCCOS(=O)(=O)C. Cell line: MALME-3M. Synergy scores: CSS=17.6, Synergy_ZIP=-3.63, Synergy_Bliss=-2.23, Synergy_Loewe=9.62, Synergy_HSA=1.20. (6) Drug 1: C1CN1P(=S)(N2CC2)N3CC3. Drug 2: CC1C(C(CC(O1)OC2CC(OC(C2O)C)OC3=CC4=CC5=C(C(=O)C(C(C5)C(C(=O)C(C(C)O)O)OC)OC6CC(C(C(O6)C)O)OC7CC(C(C(O7)C)O)OC8CC(C(C(O8)C)O)(C)O)C(=C4C(=C3C)O)O)O)O. Cell line: NCI-H460. Synergy scores: CSS=57.4, Synergy_ZIP=-2.85, Synergy_Bliss=-1.76, Synergy_Loewe=-5.58, Synergy_HSA=-0.797. (7) Drug 1: CC1=C(C=C(C=C1)NC2=NC=CC(=N2)N(C)C3=CC4=NN(C(=C4C=C3)C)C)S(=O)(=O)N.Cl. Drug 2: CC1=C2C(C(=O)C3(C(CC4C(C3C(C(C2(C)C)(CC1OC(=O)C(C(C5=CC=CC=C5)NC(=O)OC(C)(C)C)O)O)OC(=O)C6=CC=CC=C6)(CO4)OC(=O)C)O)C)O. Cell line: SN12C. Synergy scores: CSS=57.1, Synergy_ZIP=16.0, Synergy_Bliss=15.5, Synergy_Loewe=-26.1, Synergy_HSA=16.8.